Dataset: Peptide-MHC class II binding affinity with 134,281 pairs from IEDB. Task: Regression. Given a peptide amino acid sequence and an MHC pseudo amino acid sequence, predict their binding affinity value. This is MHC class II binding data. The peptide sequence is AATAAAAAAVDRGDP. The MHC is HLA-DPA10301-DPB10402 with pseudo-sequence HLA-DPA10301-DPB10402. The binding affinity (normalized) is 0.